Task: Predict which catalyst facilitates the given reaction.. Dataset: Catalyst prediction with 721,799 reactions and 888 catalyst types from USPTO (1) Reactant: [CH3:1][O:2][C:3]1[CH:4]=[C:5]([OH:9])[CH:6]=[CH:7][CH:8]=1.[Br:10]Br.[O-]S([O-])(=S)=O.[Na+].[Na+]. Product: [Br:10][C:6]1[CH:7]=[CH:8][C:3]([O:2][CH3:1])=[CH:4][C:5]=1[OH:9]. The catalyst class is: 534. (2) Reactant: O=[C:2]1[C:10]2[C:5](=[CH:6][C:7]([C:11]([OH:13])=[O:12])=[CH:8][CH:9]=2)[C:4](=[O:14])[O:3]1.Cl.[NH2:16][CH:17]1[CH2:22][CH2:21][C:20](=[O:23])[NH:19][C:18]1=[O:24].C(O)(=O)C. Product: [O:24]=[C:18]1[CH:17]([N:16]2[C:4](=[O:14])[C:5]3[C:10](=[CH:9][CH:8]=[C:7]([C:11]([OH:13])=[O:12])[CH:6]=3)[C:2]2=[O:3])[CH2:22][CH2:21][C:20](=[O:23])[NH:19]1. The catalyst class is: 3.